The task is: Predict the reactants needed to synthesize the given product.. This data is from Full USPTO retrosynthesis dataset with 1.9M reactions from patents (1976-2016). (1) The reactants are: C([O:8][C:9]1[CH:10]=[C:11]2[C:17]([C:18]([NH:20][CH3:21])=[O:19])=[C:16]([C:22]3[CH:27]=[CH:26][C:25]([F:28])=[CH:24][CH:23]=3)[O:15][C:12]2=[CH:13][N:14]=1)C1C=CC=CC=1. Given the product [F:28][C:25]1[CH:24]=[CH:23][C:22]([C:16]2[O:15][C:12]3=[CH:13][N:14]=[C:9]([OH:8])[CH:10]=[C:11]3[C:17]=2[C:18]([NH:20][CH3:21])=[O:19])=[CH:27][CH:26]=1, predict the reactants needed to synthesize it. (2) Given the product [C:17]([CH:19]([C:2]1[S:3][CH:4]=[C:5]([C:7]([F:10])([F:9])[F:8])[N:6]=1)[C:20]([O:22][C:23]([CH3:26])([CH3:25])[CH3:24])=[O:21])#[N:18], predict the reactants needed to synthesize it. The reactants are: Cl[C:2]1[S:3][CH:4]=[C:5]([C:7]([F:10])([F:9])[F:8])[N:6]=1.C([O-])([O-])=O.[K+].[K+].[C:17]([CH2:19][C:20]([O:22][C:23]([CH3:26])([CH3:25])[CH3:24])=[O:21])#[N:18].Cl. (3) Given the product [F:21][C:18]1[CH:19]=[CH:20][C:15]([C:12]2[N:11]=[CH:10][C:9]([C@@H:7]3[CH2:8][C@H:6]3[C:4]([OH:5])=[O:3])=[CH:14][CH:13]=2)=[CH:16][CH:17]=1, predict the reactants needed to synthesize it. The reactants are: C([O:3][C:4]([C@@H:6]1[CH2:8][C@H:7]1[C:9]1[CH:10]=[N:11][C:12]([C:15]2[CH:20]=[CH:19][C:18]([F:21])=[CH:17][CH:16]=2)=[CH:13][CH:14]=1)=[O:5])C.[OH-].[Li+]. (4) Given the product [CH3:1][N:2]([CH3:27])[C:3]1[CH:8]=[CH:7][C:6]([CH:9]([C:19]2[CH:24]=[C:23]([CH3:25])[CH:22]=[C:21]([CH3:26])[CH:20]=2)[CH2:10][C:11]([C:13]2[CH:18]=[CH:17][N:16]=[CH:15][CH:14]=2)=[N:29][OH:30])=[CH:5][CH:4]=1, predict the reactants needed to synthesize it. The reactants are: [CH3:1][N:2]([CH3:27])[C:3]1[CH:8]=[CH:7][C:6]([CH:9]([C:19]2[CH:24]=[C:23]([CH3:25])[CH:22]=[C:21]([CH3:26])[CH:20]=2)[CH2:10][C:11]([C:13]2[CH:18]=[CH:17][N:16]=[CH:15][CH:14]=2)=O)=[CH:5][CH:4]=1.Cl.[NH2:29][OH:30].C([O-])(O)=O.[Na+]. (5) The reactants are: [C:1]1(=[O:10])[C:9]2[C:4](=[CH:5][CH:6]=[CH:7][CH:8]=2)[CH2:3][NH:2]1.BrC[CH:13]=[CH:14][C:15]1[CH:20]=[CH:19][CH:18]=[CH:17][CH:16]=1.[C:21]([O-])([O-])=O.[Cs+].[Cs+].C1OCCOCCOCCOCCOCCOC1. Given the product [C:15]1([C:14](=[CH2:13])[CH2:21][N:2]2[CH2:3][C:4]3[C:9](=[CH:8][CH:7]=[CH:6][CH:5]=3)[C:1]2=[O:10])[CH:16]=[CH:17][CH:18]=[CH:19][CH:20]=1, predict the reactants needed to synthesize it. (6) Given the product [F:23][C:24]1[CH:29]=[CH:28][C:27]([F:30])=[CH:26][C:25]=1[C@H:31]1[CH2:35][CH2:34][CH2:33][N:32]1[C:2]1[CH:7]=[CH:6][N:5]2[N:8]=[CH:9][C:10]([N+:11]([O-:13])=[O:12])=[C:4]2[N:3]=1, predict the reactants needed to synthesize it. The reactants are: Cl[C:2]1[CH:7]=[CH:6][N:5]2[N:8]=[CH:9][C:10]([N+:11]([O-:13])=[O:12])=[C:4]2[N:3]=1.O[C@H](CC(O)=O)C(O)=O.[F:23][C:24]1[CH:29]=[CH:28][C:27]([F:30])=[CH:26][C:25]=1[C@H:31]1[CH2:35][CH2:34][CH2:33][NH:32]1.